Dataset: Forward reaction prediction with 1.9M reactions from USPTO patents (1976-2016). Task: Predict the product of the given reaction. (1) Given the reactants [F:1][C:2]([F:34])([F:33])[C:3]1[CH:4]=[C:5]([C@H:13]([O:15][C@H:16]2[O:24][CH2:23][C@@H:19]3[CH2:20][NH:21][CH2:22][C@H:18]3[C@@H:17]2[C:25]2[CH:30]=[C:29]([I:31])[CH:28]=[CH:27][C:26]=2[CH3:32])[CH3:14])[CH:6]=[C:7]([C:9]([F:12])([F:11])[F:10])[CH:8]=1.[C:35](OC(=O)C)(=[O:37])[CH3:36], predict the reaction product. The product is: [C:35]([N:21]1[CH2:22][C@H:18]2[C@H:17]([C:25]3[CH:30]=[C:29]([I:31])[CH:28]=[CH:27][C:26]=3[CH3:32])[C@@H:16]([O:15][C@@H:13]([C:5]3[CH:6]=[C:7]([C:9]([F:12])([F:10])[F:11])[CH:8]=[C:3]([C:2]([F:1])([F:33])[F:34])[CH:4]=3)[CH3:14])[O:24][CH2:23][C@@H:19]2[CH2:20]1)(=[O:37])[CH3:36]. (2) Given the reactants [OH:1][CH:2]([CH:4]1[CH2:9][CH2:8][N:7]([C:10]([O:12][CH2:13][C:14]2[CH:19]=[CH:18][CH:17]=[CH:16][CH:15]=2)=[O:11])[CH2:6][CH2:5]1)[CH3:3].CCN(CC)CC.[CH3:27][S:28](Cl)(=[O:30])=[O:29], predict the reaction product. The product is: [CH3:27][S:28]([O:1][CH:2]([CH:4]1[CH2:5][CH2:6][N:7]([C:10]([O:12][CH2:13][C:14]2[CH:15]=[CH:16][CH:17]=[CH:18][CH:19]=2)=[O:11])[CH2:8][CH2:9]1)[CH3:3])(=[O:30])=[O:29]. (3) The product is: [NH2:41][CH2:40][CH2:39][N:38]([CH3:37])[C:16]1[N:15]=[C:14]([C:9]2[CH:8]=[C:7]([CH:12]=[CH:11][C:10]=2[CH3:13])[C:6]([NH:5][CH2:4][CH:1]2[CH2:3][CH2:2]2)=[O:36])[C:23]2[CH2:22][NH:21][C:20](=[O:24])[N:19]([C:25]3[C:30]([F:31])=[CH:29][CH:28]=[CH:27][C:26]=3[F:32])[C:18]=2[N:17]=1. Given the reactants [CH:1]1([CH2:4][NH:5][C:6](=[O:36])[C:7]2[CH:12]=[CH:11][C:10]([CH3:13])=[C:9]([C:14]3[C:23]4[CH2:22][NH:21][C:20](=[O:24])[N:19]([C:25]5[C:30]([F:31])=[CH:29][CH:28]=[CH:27][C:26]=5[F:32])[C:18]=4[N:17]=[C:16](S(C)=O)[N:15]=3)[CH:8]=2)[CH2:3][CH2:2]1.[CH3:37][NH:38][CH2:39][CH2:40][NH2:41], predict the reaction product. (4) Given the reactants Br[CH2:2][C:3](=O)[C:4]([O:6][CH2:7][CH3:8])=[O:5].COCCOC.[NH2:16][C:17]1[CH:22]=[N:21][CH:20]=[CH:19][N:18]=1, predict the reaction product. The product is: [CH2:7]([O:6][C:4]([C:3]1[N:16]=[C:17]2[CH:22]=[N:21][CH:20]=[CH:19][N:18]2[CH:2]=1)=[O:5])[CH3:8]. (5) Given the reactants C(=O)([O-])[O-].[K+].[K+].[CH3:7][O:8][CH:9]([O:12][CH3:13])[CH2:10][NH2:11].[Br:14][C:15]1[CH:23]=[CH:22][C:18]([C:19](Cl)=[O:20])=[CH:17][CH:16]=1, predict the reaction product. The product is: [Br:14][C:15]1[CH:23]=[CH:22][C:18]([C:19]([NH:11][CH2:10][CH:9]([O:12][CH3:13])[O:8][CH3:7])=[O:20])=[CH:17][CH:16]=1.